This data is from Full USPTO retrosynthesis dataset with 1.9M reactions from patents (1976-2016). The task is: Predict the reactants needed to synthesize the given product. (1) The reactants are: CC[C@H]1[C@H]2C[C@H]([C@H](OC3C4C(=CC=CC=4)C(O[C@H](C4C=CN=C5C=4C=C(OC)C=C5)[C@@H]4N5C[C@H](CC)[C@@H](CC5)C4)=NN=3)C3C=CN=C4C=3C=C([O:22]C)C=C4)N(CC2)C1.CS(N)(=O)=O.[NH2:64][C:65]1[N:66]=[CH:67][C:68]([C:84]2[CH:94]=[CH:93][C:87]([C:88]([N:90]([CH3:92])[CH3:91])=[O:89])=[CH:86][CH:85]=2)=[N:69][C:70]=1[C:71]1[O:72][C:73]([C:76]2[CH:81]=[CH:80]C(C=C)=[CH:78][CH:77]=2)=[N:74][N:75]=1.[O-]S([O-])(=S)=O.[Na+].[Na+].[Na+].[Cl-].[C:104]([OH:108])(C)([CH3:106])[CH3:105]. Given the product [NH2:64][C:65]1[N:66]=[CH:67][C:68]([C:84]2[CH:94]=[CH:93][C:87]([C:88]([N:90]([CH3:92])[CH3:91])=[O:89])=[CH:86][CH:85]=2)=[N:69][C:70]=1[C:71]1[O:72][C:73]([C:76]2[CH:81]=[CH:80][C:105]([CH:104]([OH:108])[CH2:106][OH:22])=[CH:78][CH:77]=2)=[N:74][N:75]=1, predict the reactants needed to synthesize it. (2) Given the product [Cl:1][C:2]1[CH:7]=[CH:6][CH:5]=[CH:4][C:3]=1[C:8]1[N:17]=[C:16]([N:18]2[CH2:23][CH2:22][N:21]([C:26](=[O:27])[C:25]([F:36])([F:35])[F:24])[CH2:20][CH2:19]2)[C:15]2[C:10](=[CH:11][CH:12]=[CH:13][CH:14]=2)[N:9]=1, predict the reactants needed to synthesize it. The reactants are: [Cl:1][C:2]1[CH:7]=[CH:6][CH:5]=[CH:4][C:3]=1[C:8]1[N:17]=[C:16]([N:18]2[CH2:23][CH2:22][NH:21][CH2:20][CH2:19]2)[C:15]2[C:10](=[CH:11][CH:12]=[CH:13][CH:14]=2)[N:9]=1.[F:24][C:25]([F:36])([F:35])[C:26](O[C:26](=[O:27])[C:25]([F:36])([F:35])[F:24])=[O:27].